Task: Binary Classification. Given a miRNA mature sequence and a target amino acid sequence, predict their likelihood of interaction.. Dataset: Experimentally validated miRNA-target interactions with 360,000+ pairs, plus equal number of negative samples The miRNA is hsa-miR-484 with sequence UCAGGCUCAGUCCCCUCCCGAU. The protein sequence of the target gene is MTTVVVHVDSKAELTTLLEQWEKEHGSGQDMVPILTRMSQLIEKETEEYRKGDPDPFDDRHPGRADPECMLGHLLRILFKNDDFMNALVNAYVMTSREPPLNTAACRLLLDIMPGLETAVVFQEKEGIVENLFKWAREADQPLRTYSTGLLGGAMENQDIAANYRDENSQLVAIVLRRLRELQLQEVALRQENKRPSPRKLSSEPLLPLDEEAVDMDYGDMAVDVVDGDQEEASGDMEISFHLDSGHKTSSRVNSTTKPEDGGLKKNKSAKQGDRENFRKAKQKLGFSSSDPDRMFVELS.... Result: 1 (interaction).